This data is from Reaction yield outcomes from USPTO patents with 853,638 reactions. The task is: Predict the reaction yield, written as a fraction of the theoretical maximum amount of product (1.0 means a 100% yield; for example, 0.34 means a 34% yield). (1) The reactants are [Cl:1][C:2]1[CH:3]=[C:4]2[C:9](=[CH:10][C:11]=1[O:12][C:13]1[CH:18]=[CH:17][C:16]([C:19](=[O:34])[NH:20][CH:21]3[CH2:26][CH2:25][CH:24]([C:27]4[CH:32]=[CH:31][C:30]([Cl:33])=[CH:29][CH:28]=4)[CH2:23][CH2:22]3)=[CH:15][CH:14]=1)[O:8][CH2:7][CH2:6][CH:5]2[C:35]([OH:37])=[O:36].C[O-].[Na+:40].CO. The catalyst is C1COCC1.CO. The product is [Cl:1][C:2]1[CH:3]=[C:4]2[C:9](=[CH:10][C:11]=1[O:12][C:13]1[CH:14]=[CH:15][C:16]([C:19](=[O:34])[NH:20][CH:21]3[CH2:22][CH2:23][CH:24]([C:27]4[CH:28]=[CH:29][C:30]([Cl:33])=[CH:31][CH:32]=4)[CH2:25][CH2:26]3)=[CH:17][CH:18]=1)[O:8][CH2:7][CH2:6][CH:5]2[C:35]([O-:37])=[O:36].[Na+:40]. The yield is 1.00. (2) The reactants are [Cl:1][C:2]1[C:7]([F:8])=[CH:6][CH:5]=[C:4]([Cl:9])[C:3]=1[C@H:10]([O:12][C:13]1[C:14]([NH2:24])=[N:15][CH:16]=[C:17]([C:19]2[CH:20]=[N:21][NH:22][CH:23]=2)[N:18]=1)[CH3:11].[H-].[Na+].[C:27]([O:31][C:32]([N:34]1[CH2:39][CH2:38][CH:37](OS(C)(=O)=O)[CH2:36][CH2:35]1)=[O:33])([CH3:30])([CH3:29])[CH3:28].O. The catalyst is CN(C=O)C. The product is [C:27]([O:31][C:32]([N:34]1[CH2:39][CH2:38][CH:37]([N:22]2[CH:23]=[C:19]([C:17]3[CH:16]=[N:15][C:14]([NH2:24])=[C:13]([O:12][C@@H:10]([C:3]4[C:4]([Cl:9])=[CH:5][CH:6]=[C:7]([F:8])[C:2]=4[Cl:1])[CH3:11])[N:18]=3)[CH:20]=[N:21]2)[CH2:36][CH2:35]1)=[O:33])([CH3:30])([CH3:28])[CH3:29]. The yield is 0.590. (3) The reactants are [CH3:1][C:2]1[C:3]([CH:7]=[O:8])=[CH:4][S:5][CH:6]=1.[CH3:9][Mg]Br.O1CCCC1.[Cl-].[NH4+]. The catalyst is O1CCCC1. The product is [CH3:1][C:2]1[C:3]([CH:7]([OH:8])[CH3:9])=[CH:4][S:5][CH:6]=1. The yield is 0.720.